This data is from Full USPTO retrosynthesis dataset with 1.9M reactions from patents (1976-2016). The task is: Predict the reactants needed to synthesize the given product. (1) Given the product [Cl:7][C:8]1[CH:13]=[CH:12][C:11]([C:14]2[CH:19]=[CH:18][C:17]([CH3:20])=[C:16]([C:21]3[C:22](=[O:23])[NH:24][C@:25]4([CH2:30][CH2:29][CH2:28][C@H:27]([C:31]([F:32])([F:34])[F:33])[CH2:26]4)[C:35]=3[OH:37])[CH:15]=2)=[CH:10][CH:9]=1, predict the reactants needed to synthesize it. The reactants are: CC(C)([O-])C.[K+].[Cl:7][C:8]1[CH:13]=[CH:12][C:11]([C:14]2[CH:19]=[CH:18][C:17]([CH3:20])=[C:16]([CH2:21][C:22]([NH:24][C@@:25]3([C:35]([O:37]C)=O)[CH2:30][CH2:29][CH2:28][C@H:27]([C:31]([F:34])([F:33])[F:32])[CH2:26]3)=[O:23])[CH:15]=2)=[CH:10][CH:9]=1.Cl. (2) Given the product [NH:1]1[C:9]2[C:4](=[CH:5][C:6]([C:10]([OH:12])=[O:11])=[CH:7][CH:8]=2)[CH:3]=[N:2]1, predict the reactants needed to synthesize it. The reactants are: [NH:1]1[C:9]2[C:4](=[CH:5][C:6]([C:10]([O:12]C)=[O:11])=[CH:7][CH:8]=2)[CH:3]=[N:2]1.[OH-].[Na+].Cl. (3) Given the product [C:10]([O:13][CH2:2][CH2:3][CH2:4][SiH2:5][CH:6]=[C:7]([CH3:9])[CH3:8])(=[O:12])[CH3:11], predict the reactants needed to synthesize it. The reactants are: Cl[CH2:2][CH2:3][CH2:4][SiH2:5][CH:6]=[C:7]([CH3:9])[CH3:8].[C:10]([O-:13])(=[O:12])[CH3:11].[Na+]. (4) Given the product [F:1][C:2]([F:35])([F:34])[C:3]1[CH:4]=[C:5]([C@H:13]2[O:17][C:16](=[O:18])[N:15]([CH2:19][C:20]3[C:25]([C:39]4[CH:40]=[C:41]([C:44]5[CH:56]=[CH:55][C:47]([C:48]([O:50][C:51]([CH3:53])([CH3:54])[CH3:52])=[O:49])=[CH:46][C:45]=5[CH3:57])[CH:42]=[N:43][C:38]=4[O:37][CH3:36])=[CH:24][N:23]=[C:22]([N:27]4[CH2:30][C:29]([F:32])([F:31])[CH2:28]4)[N:21]=3)[C@H:14]2[CH3:33])[CH:6]=[C:7]([C:9]([F:12])([F:11])[F:10])[CH:8]=1, predict the reactants needed to synthesize it. The reactants are: [F:1][C:2]([F:35])([F:34])[C:3]1[CH:4]=[C:5]([C@H:13]2[O:17][C:16](=[O:18])[N:15]([CH2:19][C:20]3[C:25](Br)=[CH:24][N:23]=[C:22]([N:27]4[CH2:30][C:29]([F:32])([F:31])[CH2:28]4)[N:21]=3)[C@H:14]2[CH3:33])[CH:6]=[C:7]([C:9]([F:12])([F:11])[F:10])[CH:8]=1.[CH3:36][O:37][C:38]1[N:43]=[CH:42][C:41]([C:44]2[CH:56]=[CH:55][C:47]([C:48]([O:50][C:51]([CH3:54])([CH3:53])[CH3:52])=[O:49])=[CH:46][C:45]=2[CH3:57])=[CH:40][C:39]=1B1OC(C)(C)C(C)(C)O1.C(=O)([O-])[O-].[K+].[K+].O. (5) Given the product [N:34]([CH2:16][CH2:15][C@H:9]1[O:8][C@H:7]([C:22]2[CH:27]=[CH:26][CH:25]=[C:24]([O:28][CH3:29])[C:23]=2[O:30][CH3:31])[C:6]2[CH:32]=[C:2]([Cl:1])[CH:3]=[C:4]([F:33])[C:5]=2[N:11]2[CH:12]=[CH:13][CH:14]=[C:10]12)=[N+:35]=[N-:36], predict the reactants needed to synthesize it. The reactants are: [Cl:1][C:2]1[CH:3]=[C:4]([F:33])[C:5]2[N:11]3[CH:12]=[CH:13][CH:14]=[C:10]3[C@@H:9]([CH2:15][CH2:16]CS([O-])(=O)=O)[O:8][C@H:7]([C:22]3[CH:27]=[CH:26][CH:25]=[C:24]([O:28][CH3:29])[C:23]=3[O:30][CH3:31])[C:6]=2[CH:32]=1.[N-:34]=[N+:35]=[N-:36].[Na+].O. (6) Given the product [NH2:1][C:4]1[CH:5]=[CH:6][C:7]([O:12][C:13]([F:14])([F:15])[F:16])=[C:8]([CH2:10][OH:11])[CH:9]=1, predict the reactants needed to synthesize it. The reactants are: [N+:1]([C:4]1[CH:5]=[CH:6][C:7]([O:12][C:13]([F:16])([F:15])[F:14])=[C:8]([CH2:10][OH:11])[CH:9]=1)([O-])=O.